This data is from Full USPTO retrosynthesis dataset with 1.9M reactions from patents (1976-2016). The task is: Predict the reactants needed to synthesize the given product. (1) Given the product [F:9][C:10]1[CH:11]=[C:12]([N+:17]([O-:19])=[O:18])[CH:13]=[CH:14][C:15]=1[O:8][C:3]1[CH:4]=[CH:5][CH:6]=[CH:7][C:2]=1[F:1], predict the reactants needed to synthesize it. The reactants are: [F:1][C:2]1[CH:7]=[CH:6][CH:5]=[CH:4][C:3]=1[OH:8].[F:9][C:10]1[CH:11]=[C:12]([N+:17]([O-:19])=[O:18])[CH:13]=[CH:14][C:15]=1F.C([O-])([O-])=O.[K+].[K+]. (2) Given the product [ClH:1].[ClH:37].[Cl:1][C:2]1[C:3]([F:36])=[C:4]([NH:8][C:9]2[C:18]3[C:13](=[CH:14][C:15]([O:34][CH3:35])=[C:16]([O:19][C@H:20]4[CH2:21][CH2:22][C@@H:23]([NH2:26])[CH2:24][CH2:25]4)[CH:17]=3)[N:12]=[CH:11][N:10]=2)[CH:5]=[CH:6][CH:7]=1, predict the reactants needed to synthesize it. The reactants are: [Cl:1][C:2]1[C:3]([F:36])=[C:4]([NH:8][C:9]2[C:18]3[C:13](=[CH:14][C:15]([O:34][CH3:35])=[C:16]([O:19][C@H:20]4[CH2:25][CH2:24][C@@H:23]([NH:26]C(OC(C)(C)C)=O)[CH2:22][CH2:21]4)[CH:17]=3)[N:12]=[CH:11][N:10]=2)[CH:5]=[CH:6][CH:7]=1.[ClH:37]. (3) Given the product [F:21][C:18]1[CH:19]=[CH:20][C:15]([C:12]2[C:13]3[C:8](=[N:7][N:6]([CH2:5][CH:4]=[O:3])[CH:14]=3)[N:9]=[C:10]([C:28]3[CH:33]=[CH:32][C:31]([F:34])=[CH:30][CH:29]=3)[C:11]=2[C:22]2[CH:27]=[CH:26][N:25]=[CH:24][CH:23]=2)=[CH:16][CH:17]=1, predict the reactants needed to synthesize it. The reactants are: C([O:3][CH:4](OCC)[CH2:5][N:6]1[CH:14]=[C:13]2[C:8]([N:9]=[C:10]([C:28]3[CH:33]=[CH:32][C:31]([F:34])=[CH:30][CH:29]=3)[C:11]([C:22]3[CH:27]=[CH:26][N:25]=[CH:24][CH:23]=3)=[C:12]2[C:15]2[CH:20]=[CH:19][C:18]([F:21])=[CH:17][CH:16]=2)=[N:7]1)C.Cl. (4) Given the product [C:16]1([C:8]2([C:10]3[CH:11]=[CH:12][CH:13]=[CH:14][CH:15]=3)[O:7][C:6]3[CH:22]=[C:2]([C:56]4[CH:55]=[CH:54][N:53]=[CH:52][CH:57]=4)[CH:3]=[C:4]([C:23]([O:25][CH3:26])=[O:24])[C:5]=3[O:9]2)[CH:17]=[CH:18][CH:19]=[CH:20][CH:21]=1, predict the reactants needed to synthesize it. The reactants are: Br[C:2]1[CH:3]=[C:4]([C:23]([O:25][CH3:26])=[O:24])[C:5]2[O:9][C:8]([C:16]3[CH:21]=[CH:20][CH:19]=[CH:18][CH:17]=3)([C:10]3[CH:15]=[CH:14][CH:13]=[CH:12][CH:11]=3)[O:7][C:6]=2[CH:22]=1.B1(B2OC(C)(C)C(C)(C)O2)OC(C)(C)C(C)(C)O1.CC([O-])=O.[K+].Cl.Br[C:52]1[CH:57]=[CH:56][CH:55]=[CH:54][N:53]=1.C([O-])([O-])=O.[K+].[K+]. (5) Given the product [C:26]([O:25][C:23]([N:30]1[CH2:35][CH2:34][CH2:33][CH2:32][C@H:31]1[C:36](=[O:37])[NH:1][C:2]1[CH:7]=[CH:6][C:5]([C:8]#[C:9][C:10]2[C:11]([C:15]3[CH:20]=[C:19]([Cl:21])[CH:18]=[CH:17][C:16]=3[OH:22])=[N:12][NH:13][CH:14]=2)=[CH:4][CH:3]=1)=[O:24])([CH3:29])([CH3:28])[CH3:27], predict the reactants needed to synthesize it. The reactants are: [NH2:1][C:2]1[CH:7]=[CH:6][C:5]([C:8]#[C:9][C:10]2[C:11]([C:15]3[CH:20]=[C:19]([Cl:21])[CH:18]=[CH:17][C:16]=3[OH:22])=[N:12][NH:13][CH:14]=2)=[CH:4][CH:3]=1.[C:23]([N:30]1[CH2:35][CH2:34][CH2:33][CH2:32][C@H:31]1[C:36](O)=[O:37])([O:25][C:26]([CH3:29])([CH3:28])[CH3:27])=[O:24].C(N=C=NC(C)C)(C)C.O[Li].O.C(O)(=O)C. (6) Given the product [Br:1][C:2]1[CH:3]=[N:4][N:5]([CH2:8][C:9]2([O:15][CH2:16][C:17]([OH:24])=[O:18])[CH2:14][CH2:13][CH2:12][CH2:11][CH2:10]2)[C:6]=1[CH3:7], predict the reactants needed to synthesize it. The reactants are: [Br:1][C:2]1[CH:3]=[N:4][N:5]([CH2:8][C:9]2([O:15][CH2:16][CH:17]=[O:18])[CH2:14][CH2:13][CH2:12][CH2:11][CH2:10]2)[C:6]=1[CH3:7].CC(=CC)C.[O-:24]Cl=O.[Na+].[NH4+].[Cl-]. (7) Given the product [OH:12][CH2:11][CH2:10][CH2:9][N:1]1[C:5](=[O:6])[CH2:4][CH2:3][C:2]1=[O:7], predict the reactants needed to synthesize it. The reactants are: [NH:1]1[C:5](=[O:6])[CH2:4][CH2:3][C:2]1=[O:7].Br[CH2:9][CH2:10][CH2:11][OH:12].C(=O)([O-])[O-].[K+].[K+]. (8) Given the product [C:1]([C@@H:3]1[CH2:7][N:6]([C:8]2[CH:13]=[CH:12][N:11]3[N:14]=[CH:15][C:16]([C:17]([NH2:19])=[O:18])=[C:10]3[CH:9]=2)[C@@H:5]([C:38]2[CH:43]=[CH:42][CH:41]=[C:40]([F:44])[CH:39]=2)[CH2:4]1)#[N:2], predict the reactants needed to synthesize it. The reactants are: [C:1]([C@@H:3]1[CH2:7][N:6]([C:8]2[CH:13]=[CH:12][N:11]3[N:14]=[CH:15][C:16]([C:17]([N:19](CC4C=CC(OC)=CC=4)CC4C=CC(OC)=CC=4)=[O:18])=[C:10]3[CH:9]=2)[C@@H:5]([C:38]2[CH:43]=[CH:42][CH:41]=[C:40]([F:44])[CH:39]=2)[CH2:4]1)#[N:2]. (9) Given the product [CH:21]1([C@@H:16]([NH:15][C:14]2[C:6]3[C:5]4[CH:4]=[CH:3][C:2]([B:27]5[O:31][C:30]([CH3:33])([CH3:32])[C:29]([CH3:35])([CH3:34])[O:28]5)=[CH:10][C:9]=4[NH:8][C:7]=3[C:11]([C:24]([NH2:26])=[O:25])=[CH:12][N:13]=2)[C:17]([F:20])([F:19])[F:18])[CH2:23][CH2:22]1, predict the reactants needed to synthesize it. The reactants are: Cl[C:2]1[CH:3]=[CH:4][C:5]2[C:6]3[C:14]([NH:15][C@H:16]([CH:21]4[CH2:23][CH2:22]4)[C:17]([F:20])([F:19])[F:18])=[N:13][CH:12]=[C:11]([C:24]([NH2:26])=[O:25])[C:7]=3[NH:8][C:9]=2[CH:10]=1.[B:27]1([B:27]2[O:31][C:30]([CH3:33])([CH3:32])[C:29]([CH3:35])([CH3:34])[O:28]2)[O:31][C:30]([CH3:33])([CH3:32])[C:29]([CH3:35])([CH3:34])[O:28]1.C1(P(C2CCCCC2)C2CCCCC2)CCCCC1.C([O-])(=O)C.[K+].